This data is from TCR-epitope binding with 47,182 pairs between 192 epitopes and 23,139 TCRs. The task is: Binary Classification. Given a T-cell receptor sequence (or CDR3 region) and an epitope sequence, predict whether binding occurs between them. The epitope is FVDGVPFVV. The TCR CDR3 sequence is CASRDAYNEQFF. Result: 1 (the TCR binds to the epitope).